This data is from Full USPTO retrosynthesis dataset with 1.9M reactions from patents (1976-2016). The task is: Predict the reactants needed to synthesize the given product. (1) Given the product [CH2:6]([CH:5]1[C:10]([C:11]2[CH:16]=[CH:15][CH:14]=[CH:13][CH:12]=2)=[N:21][NH:20][C:3](=[O:2])[CH2:4]1)[CH2:7][CH2:8][CH3:9], predict the reactants needed to synthesize it. The reactants are: C[O:2][C:3](=O)[CH2:4][CH:5]([C:10](=O)[C:11]1[CH:16]=[CH:15][CH:14]=[CH:13][CH:12]=1)[CH2:6][CH2:7][CH2:8][CH3:9].O.[NH2:20][NH2:21]. (2) Given the product [Br:1][C:2]1[CH:3]=[CH:4][C:5]([C:8]2[N:12]([CH2:13][C@@H:14]3[CH2:18][CH2:17][N:16]([C:19]([CH:39]4[CH2:41][CH2:40]4)=[O:21])[CH2:15]3)[CH:11]=[N:10][N:9]=2)=[CH:6][CH:7]=1, predict the reactants needed to synthesize it. The reactants are: [Br:1][C:2]1[CH:7]=[CH:6][C:5]([C:8]2[N:12]([CH2:13][C@@H:14]3[CH2:18][CH2:17][N:16]([C:19]([O:21]C(C)(C)C)=O)[CH2:15]3)[CH:11]=[N:10][N:9]=2)=[CH:4][CH:3]=1.Cl.O1CCOCC1.CCN([CH:39]([CH3:41])[CH3:40])C(C)C.C1(C(Cl)=O)CC1. (3) Given the product [C:40]([O:39][C:37](=[O:38])[NH:36][CH:30]1[CH2:31][CH2:32][C:33]2[C:28](=[CH:27][C:26]([CH2:12][CH2:11][CH2:10][NH:13][S:14]([CH2:17][CH2:18][CH3:19])(=[O:16])=[O:15])=[CH:35][CH:34]=2)[CH:29]1[CH2:44][C:45]1[CH:50]=[CH:49][C:48]([Cl:51])=[CH:47][CH:46]=1)([CH3:43])([CH3:41])[CH3:42], predict the reactants needed to synthesize it. The reactants are: B1C2CCCC1CCC2.[CH2:10]([NH:13][S:14]([CH2:17][CH2:18][CH3:19])(=[O:16])=[O:15])[CH:11]=[CH2:12].FC(F)(F)S(O[C:26]1[CH:35]=[CH:34][C:33]2[CH2:32][CH2:31][CH:30]([NH:36][C:37]([O:39][C:40]([CH3:43])([CH3:42])[CH3:41])=[O:38])[CH:29]([CH2:44][C:45]3[CH:50]=[CH:49][C:48]([Cl:51])=[CH:47][CH:46]=3)[C:28]=2[CH:27]=1)(=O)=O.C1(P(C2C=CC=CC=2)C2C=CC=CC=2)C=CC=CC=1.C(=O)([O-])[O-].[Cs+].[Cs+]. (4) Given the product [CH3:13][C:14]1([CH3:28])[CH2:19][O:18][B:17]([C:2]2[CH:7]=[CH:6][C:5]([C:8]([CH3:12])([CH3:11])[CH2:9][OH:10])=[CH:4][CH:3]=2)[O:16][CH2:15]1, predict the reactants needed to synthesize it. The reactants are: Br[C:2]1[CH:7]=[CH:6][C:5]([C:8]([CH3:12])([CH3:11])[CH2:9][OH:10])=[CH:4][CH:3]=1.[CH3:13][C:14]1([CH3:28])[CH2:19][O:18][B:17]([B:17]2[O:18][CH2:19][C:14]([CH3:28])([CH3:13])[CH2:15][O:16]2)[O:16][CH2:15]1.CC([O-])=O.[K+]. (5) Given the product [F:1][C:2]1[CH:3]=[CH:4][C:5]([C:8]2[CH:17]=[C:16]3[C:11]([CH2:12][CH2:13][N:14]([C:20]4[CH:21]=[N:22][CH:23]=[CH:24][C:25]=4[CH3:26])[C:15]3=[O:18])=[CH:10][CH:9]=2)=[CH:6][CH:7]=1, predict the reactants needed to synthesize it. The reactants are: [F:1][C:2]1[CH:7]=[CH:6][C:5]([C:8]2[CH:17]=[C:16]3[C:11]([CH2:12][CH2:13][NH:14][C:15]3=[O:18])=[CH:10][CH:9]=2)=[CH:4][CH:3]=1.I[C:20]1[CH:21]=[N:22][CH:23]=[CH:24][C:25]=1[CH3:26].P([O-])([O-])([O-])=O.[K+].[K+].[K+]. (6) Given the product [OH:6][C:7]1[CH:12]=[C:11]([S:13][CH3:14])[CH:10]=[CH:9][C:8]=1[C:15](=[O:17])[CH3:16], predict the reactants needed to synthesize it. The reactants are: B(Br)(Br)Br.C[O:6][C:7]1[CH:12]=[C:11]([S:13][CH3:14])[CH:10]=[CH:9][C:8]=1[C:15](=[O:17])[CH3:16]. (7) Given the product [CH2:1]([C@@H:5]1[N:10]([C:37](=[O:38])[C:36]2[CH:35]=[CH:34][C:33]([O:26][C:27]3[CH:32]=[CH:31][CH:30]=[CH:29][CH:28]=3)=[CH:41][CH:40]=2)[CH2:9][C@H:8]([CH2:11][CH:12]([CH3:14])[CH3:13])[NH:7][C:6]1=[O:15])[CH:2]([CH3:4])[CH3:3], predict the reactants needed to synthesize it. The reactants are: [CH2:1]([C@@H:5]1[NH:10][CH2:9][C@H:8]([CH2:11][CH:12]([CH3:14])[CH3:13])[NH:7][C:6]1=[O:15])[CH:2]([CH3:4])[CH3:3].C1C=CC2N(O)N=NC=2C=1.[O:26]([C:33]1[CH:41]=[CH:40][C:36]([C:37](O)=[O:38])=[CH:35][CH:34]=1)[C:27]1[CH:32]=[CH:31][CH:30]=[CH:29][CH:28]=1.C(Cl)CCl.CCN(C(C)C)C(C)C. (8) Given the product [Br:1][C:2]1[O:6][C:5]([CH2:7][N:8]([CH2:9][CH:10]([CH3:12])[CH3:11])[S:29]([C:24]2[CH:25]=[CH:26][CH:27]=[CH:28][C:23]=2[Cl:22])(=[O:31])=[O:30])=[CH:4][CH:3]=1, predict the reactants needed to synthesize it. The reactants are: [Br:1][C:2]1[O:6][C:5]([CH2:7][NH:8][CH2:9][CH:10]([CH3:12])[CH3:11])=[CH:4][CH:3]=1.C(N(CC)C(C)C)(C)C.[Cl:22][C:23]1[CH:28]=[CH:27][CH:26]=[CH:25][C:24]=1[S:29](Cl)(=[O:31])=[O:30].O. (9) Given the product [F:1][C:2]1[CH:10]=[C:9]2[C:5]([C:6]([C:11]3[CH:12]=[CH:13][C:14]4[O:18][C:17]([CH2:19][CH2:20][S:21][CH3:22])=[N:16][C:15]=4[CH:23]=3)=[CH:7][N:8]2[C:29]([O:28][C:25]([CH3:27])([CH3:26])[CH3:24])=[O:30])=[CH:4][CH:3]=1, predict the reactants needed to synthesize it. The reactants are: [F:1][C:2]1[CH:10]=[C:9]2[C:5]([C:6]([C:11]3[CH:12]=[CH:13][C:14]4[O:18][C:17]([CH2:19][CH2:20][S:21][CH3:22])=[N:16][C:15]=4[CH:23]=3)=[CH:7][NH:8]2)=[CH:4][CH:3]=1.[CH3:24][C:25]([O:28][C:29](O[C:29]([O:28][C:25]([CH3:27])([CH3:26])[CH3:24])=[O:30])=[O:30])([CH3:27])[CH3:26].